Dataset: Forward reaction prediction with 1.9M reactions from USPTO patents (1976-2016). Task: Predict the product of the given reaction. (1) Given the reactants [C:1]([N:4]1[CH:8]=[C:7]([C:9]([O:11][CH3:12])=[O:10])[CH2:6][C@@H:5]1[C:13]([O:15][C:16]([CH3:19])([CH3:18])[CH3:17])=[O:14])(=[O:3])[CH3:2], predict the reaction product. The product is: [C:1]([N:4]1[CH2:8][C@H:7]([C:9]([O:11][CH3:12])=[O:10])[CH2:6][C@@H:5]1[C:13]([O:15][C:16]([CH3:19])([CH3:18])[CH3:17])=[O:14])(=[O:3])[CH3:2]. (2) The product is: [F:1][C:2]1[CH:3]=[CH:4][C:5]([O:30][CH3:31])=[C:6]([C:8]2[CH:13]=[CH:12][N:11]=[C:10]3[NH:14][C:15]([CH:17]4[CH2:18][CH2:19][NH:20][CH2:21][CH2:22]4)=[CH:16][C:9]=23)[CH:7]=1. Given the reactants [F:1][C:2]1[CH:3]=[CH:4][C:5]([O:30][CH3:31])=[C:6]([C:8]2[CH:13]=[CH:12][N:11]=[C:10]3[NH:14][C:15]([CH:17]4[CH2:22][CH2:21][N:20](C(OC(C)(C)C)=O)[CH2:19][CH2:18]4)=[CH:16][C:9]=23)[CH:7]=1.FC(F)(F)C(O)=O, predict the reaction product. (3) Given the reactants [CH3:1][O:2][C:3](=[O:15])[C:4]1[CH:13]=[C:12](Br)[CH:11]=[C:6]([C:7]([O:9][CH3:10])=[O:8])[CH:5]=1.[CH:16]([C:18]1[CH:23]=[CH:22][N:21]=[CH:20][CH:19]=1)=[CH2:17].C1(C)C=CC=CC=1P(C1C=CC=CC=1C)C1C=CC=CC=1C, predict the reaction product. The product is: [CH3:1][O:2][C:3](=[O:15])[C:4]1[CH:13]=[C:12]([CH:17]=[CH:16][C:18]2[CH:23]=[CH:22][N:21]=[CH:20][CH:19]=2)[CH:11]=[C:6]([C:7]([O:9][CH3:10])=[O:8])[CH:5]=1. (4) Given the reactants COC1C=C(C(C2C=CC=C(N)C=2)=CC#N)C=CC=1OC.[CH3:22][O:23][C:24]1[CH:25]=[C:26]([C:32]([C:36]2[CH:41]=[CH:40][C:39]([N+:42]([O-])=O)=[CH:38][CH:37]=2)=[CH:33][C:34]#[N:35])[CH:27]=[CH:28][C:29]=1[O:30][CH3:31], predict the reaction product. The product is: [NH2:42][C:39]1[CH:40]=[CH:41][C:36]([C:32]([C:26]2[CH:27]=[CH:28][C:29]([O:30][CH3:31])=[C:24]([O:23][CH3:22])[CH:25]=2)=[CH:33][C:34]#[N:35])=[CH:37][CH:38]=1. (5) The product is: [C:2]([O:5][C:6]([NH:8][C@@H:9]([CH2:10][N:17]1[CH:16]=[C:15]([I:14])[CH:19]=[N:18]1)[C:12]([OH:11])=[O:13])=[O:7])([CH3:4])([CH3:3])[CH3:1]. Given the reactants [CH3:1][C:2]([O:5][C:6]([NH:8][C@@H:9]1[C:12](=[O:13])[O:11][CH2:10]1)=[O:7])([CH3:4])[CH3:3].[I:14][C:15]1[CH:16]=[N:17][NH:18][CH:19]=1, predict the reaction product. (6) Given the reactants [CH3:1][N:2]([CH3:15])[CH2:3][CH:4]([OH:14])[CH2:5][N:6]1[CH:10]=[C:9]([N+:11]([O-])=O)[CH:8]=[N:7]1.[H][H], predict the reaction product. The product is: [NH2:11][C:9]1[CH:8]=[N:7][N:6]([CH2:5][CH:4]([OH:14])[CH2:3][N:2]([CH3:1])[CH3:15])[CH:10]=1. (7) Given the reactants [F:1][CH:2]([F:8])[C:3](OCC)=[O:4].C[O-].[Na+].[F:12][C:13]1[CH:14]=[C:15]([C:21](=[O:23])[CH3:22])[CH:16]=[CH:17][C:18]=1[O:19][CH3:20], predict the reaction product. The product is: [F:1][CH:2]([F:8])[C:3](=[O:4])[CH2:22][C:21]([C:15]1[CH:16]=[CH:17][C:18]([O:19][CH3:20])=[C:13]([F:12])[CH:14]=1)=[O:23]. (8) Given the reactants [Cl:1][CH2:2][C:3]1[CH:4]=[C:5]([CH:9]=[CH:10][CH:11]=1)[C:6](Cl)=[O:7].C(N(CC)CC)C.[NH2:19][C:20]([CH:24]1[CH2:26][CH2:25]1)([CH3:23])[C:21]#[N:22], predict the reaction product. The product is: [Cl:1][CH2:2][C:3]1[CH:4]=[C:5]([CH:9]=[CH:10][CH:11]=1)[C:6]([NH:19][C:20]([C:21]#[N:22])([CH:24]1[CH2:26][CH2:25]1)[CH3:23])=[O:7]. (9) Given the reactants [Br:1][C:2]1[CH:10]=[CH:9][C:5]([C:6]([OH:8])=O)=[C:4]([N:11]2[CH2:15][CH2:14][CH2:13][S:12]2(=[O:17])=[O:16])[CH:3]=1.[CH2:18]([C:20]1[CH:21]=[C:22]([CH3:32])[C:23]([N:26]2[CH2:31][CH2:30][NH:29][CH2:28][CH2:27]2)=[N:24][CH:25]=1)[CH3:19], predict the reaction product. The product is: [Br:1][C:2]1[CH:10]=[CH:9][C:5]([C:6]([N:29]2[CH2:30][CH2:31][N:26]([C:23]3[C:22]([CH3:32])=[CH:21][C:20]([CH2:18][CH3:19])=[CH:25][N:24]=3)[CH2:27][CH2:28]2)=[O:8])=[C:4]([N:11]2[CH2:15][CH2:14][CH2:13][S:12]2(=[O:17])=[O:16])[CH:3]=1. (10) Given the reactants [OH-].[Li+].[Br:3][C:4]1[CH:13]=[CH:12][C:7]([C:8]([O:10]C)=[O:9])=[CH:6][C:5]=1[O:14][CH:15]([CH3:17])[CH3:16].Cl, predict the reaction product. The product is: [Br:3][C:4]1[CH:13]=[CH:12][C:7]([C:8]([OH:10])=[O:9])=[CH:6][C:5]=1[O:14][CH:15]([CH3:17])[CH3:16].